This data is from Catalyst prediction with 721,799 reactions and 888 catalyst types from USPTO. The task is: Predict which catalyst facilitates the given reaction. (1) Reactant: [Cl:1][C:2]1[CH:3]=[CH:4][C:5]([O:15][CH2:16][C:17]2[C:22]([F:23])=[CH:21][CH:20]=[CH:19][C:18]=2[F:24])=[C:6]([C:8](=O)[CH2:9][CH2:10][C:11](=O)[CH3:12])[CH:7]=1.[NH2:25][C:26]1[CH:27]=[C:28]([C:32]([Cl:35])=[CH:33][CH:34]=1)[C:29]([OH:31])=[O:30].CC1C=CC(S(O)(=O)=O)=CC=1. Product: [Cl:1][C:2]1[CH:3]=[CH:4][C:5]([O:15][CH2:16][C:17]2[C:22]([F:23])=[CH:21][CH:20]=[CH:19][C:18]=2[F:24])=[C:6]([C:8]2[N:25]([C:26]3[CH:27]=[C:28]([C:32]([Cl:35])=[CH:33][CH:34]=3)[C:29]([OH:31])=[O:30])[C:11]([CH3:12])=[CH:10][CH:9]=2)[CH:7]=1. The catalyst class is: 291. (2) Reactant: [CH:1]1([C:4]2[CH:8]=[C:7]([CH:9]3[CH2:11][CH2:10]3)[N:6]([C:12]3[N:17]=[CH:16][C:15]([NH:18][C:19]([C:21]4[CH:22]=[C:23]5[C:28](=[CH:29][CH:30]=4)[N:27]=[CH:26][CH:25]=[CH:24]5)=[O:20])=[CH:14][CH:13]=3)[N:5]=2)[CH2:3][CH2:2]1.[ClH:31]. Product: [ClH:31].[ClH:31].[CH:1]1([C:4]2[CH:8]=[C:7]([CH:9]3[CH2:11][CH2:10]3)[N:6]([C:12]3[N:17]=[CH:16][C:15]([NH:18][C:19]([C:21]4[CH:22]=[C:23]5[C:28](=[CH:29][CH:30]=4)[N:27]=[CH:26][CH:25]=[CH:24]5)=[O:20])=[CH:14][CH:13]=3)[N:5]=2)[CH2:2][CH2:3]1. The catalyst class is: 165. (3) Reactant: [Cl:1][C:2]1[CH:25]=[C:24]([N:26]2[CH2:30][CH2:29][CH2:28][CH2:27]2)[CH:23]=[CH:22][C:3]=1[C:4]([N:6]1[C:12]2[CH:13]=[CH:14][CH:15]=[CH:16][C:11]=2[CH2:10][N:9]([CH2:17][C:18]([OH:20])=[O:19])[C:8](=[O:21])[CH2:7]1)=[O:5].[C:31](=O)([O-])[O-].[K+].[K+].IC.O. Product: [CH3:31][O:19][C:18](=[O:20])[CH2:17][N:9]1[CH2:10][C:11]2[CH:16]=[CH:15][CH:14]=[CH:13][C:12]=2[N:6]([C:4](=[O:5])[C:3]2[CH:22]=[CH:23][C:24]([N:26]3[CH2:30][CH2:29][CH2:28][CH2:27]3)=[CH:25][C:2]=2[Cl:1])[CH2:7][C:8]1=[O:21]. The catalyst class is: 42. (4) Reactant: [F:1][C:2]([F:6])([F:5])[CH2:3][OH:4].[H-].[Na+].CS([C:12]1[N:13]([C:23]2[CH:28]=[CH:27][C:26]([O:29][CH2:30][C:31]([F:34])([F:33])[F:32])=[CH:25][CH:24]=2)[C:14](=[O:22])[C:15]2[CH2:20][C:19](=[O:21])[NH:18][C:16]=2[N:17]=1)=O. Product: [F:1][C:2]([F:6])([F:5])[CH2:3][O:4][C:12]1[N:13]([C:23]2[CH:24]=[CH:25][C:26]([O:29][CH2:30][C:31]([F:33])([F:32])[F:34])=[CH:27][CH:28]=2)[C:14](=[O:22])[C:15]2[CH2:20][C:19](=[O:21])[NH:18][C:16]=2[N:17]=1. The catalyst class is: 7.